Task: Predict the reactants needed to synthesize the given product.. Dataset: Full USPTO retrosynthesis dataset with 1.9M reactions from patents (1976-2016) (1) The reactants are: [CH3:1][O:2][C:3](=[O:12])[C:4]1[CH:9]=[C:8]([Br:10])[CH:7]=[CH:6][C:5]=1[OH:11].[CH2:13](O)[C:14]1[CH:19]=[CH:18][CH:17]=[CH:16][CH:15]=1.C1(P(C2C=CC=CC=2)C2C=CC=CC=2)C=CC=CC=1.N(C(OC(C)C)=O)=NC(OC(C)C)=O. Given the product [CH3:1][O:2][C:3](=[O:12])[C:4]1[CH:9]=[C:8]([Br:10])[CH:7]=[CH:6][C:5]=1[O:11][CH2:13][C:14]1[CH:19]=[CH:18][CH:17]=[CH:16][CH:15]=1, predict the reactants needed to synthesize it. (2) The reactants are: [Br:1][C:2]1[CH:9]=[CH:8][C:7]([O:10][CH3:11])=[CH:6][C:3]=1[CH:4]=[O:5].[CH2:12](O)[CH2:13][OH:14].C12(CS(O)(=O)=O)C(C)(C)C(CC1)CC2=O. Given the product [Br:1][C:2]1[CH:9]=[CH:8][C:7]([O:10][CH3:11])=[CH:6][C:3]=1[CH:4]1[O:14][CH2:13][CH2:12][O:5]1, predict the reactants needed to synthesize it.